This data is from Peptide-MHC class I binding affinity with 185,985 pairs from IEDB/IMGT. The task is: Regression. Given a peptide amino acid sequence and an MHC pseudo amino acid sequence, predict their binding affinity value. This is MHC class I binding data. (1) The binding affinity (normalized) is 0.316. The peptide sequence is LITSTVTGI. The MHC is HLA-A02:01 with pseudo-sequence HLA-A02:01. (2) The peptide sequence is YPMSIPATL. The MHC is HLA-B53:01 with pseudo-sequence HLA-B53:01. The binding affinity (normalized) is 0.830. (3) The peptide sequence is VWAPLILAYFPVF. The MHC is HLA-A68:02 with pseudo-sequence HLA-A68:02. The binding affinity (normalized) is 0.150. (4) The binding affinity (normalized) is 0.0847. The MHC is HLA-B15:17 with pseudo-sequence HLA-B15:17. The peptide sequence is FTFERSKIK. (5) The peptide sequence is YSKFWYLEH. The MHC is HLA-A31:01 with pseudo-sequence HLA-A31:01. The binding affinity (normalized) is 0.196. (6) The peptide sequence is RRELSKEKL. The MHC is HLA-A02:16 with pseudo-sequence HLA-A02:16. The binding affinity (normalized) is 0.0847.